From a dataset of Retrosynthesis with 50K atom-mapped reactions and 10 reaction types from USPTO. Predict the reactants needed to synthesize the given product. (1) Given the product CC(C)(C)OC(=O)C(C)(C)COCCOCCO, predict the reactants needed to synthesize it. The reactants are: CC(C)(C)OC(=O)C(C)(C)COCCOCCOCc1ccccc1. (2) The reactants are: Cc1cccc(-c2sc(C3CC3)nc2C(=O)N2CCC[C@@H](NC(=O)OC(C)(C)C)C2)c1. Given the product Cc1cccc(-c2sc(C3CC3)nc2C(=O)N2CCC[C@@H](N)C2)c1, predict the reactants needed to synthesize it.